This data is from Full USPTO retrosynthesis dataset with 1.9M reactions from patents (1976-2016). The task is: Predict the reactants needed to synthesize the given product. (1) The reactants are: [Cl:1][C:2]1[N:7]=[C:6](Cl)[CH:5]=[CH:4][N:3]=1.[CH3:9][C@@H:10]1[N:15]([S:16]([C:19]2[CH:24]=[CH:23][CH:22]=[C:21](B3OC(C)(C)C(C)(C)O3)[CH:20]=2)(=[O:18])=[O:17])[CH2:14][CH2:13][N:12]([C:34]([O:36][C:37]([CH3:40])([CH3:39])[CH3:38])=[O:35])[CH2:11]1. Given the product [Cl:1][C:2]1[N:7]=[C:6]([C:23]2[CH:24]=[C:19]([S:16]([N:15]3[CH2:14][CH2:13][N:12]([C:34]([O:36][C:37]([CH3:40])([CH3:39])[CH3:38])=[O:35])[CH2:11][C@@H:10]3[CH3:9])(=[O:18])=[O:17])[CH:20]=[CH:21][CH:22]=2)[CH:5]=[CH:4][N:3]=1, predict the reactants needed to synthesize it. (2) Given the product [C:29]([O:28][C:26]([NH:25][C@@H:15]1[C:14](=[O:33])[N:13]2[C@@H:9]([CH2:10][C@@H:11]([O:34][C:35]([N:37]3[CH2:38][C:39]4[C:44](=[CH:43][CH:42]=[CH:41][CH:40]=4)[CH2:45]3)=[O:36])[CH2:12]2)[C:8](=[O:46])[NH:7][C@@:6]2([C:4]([OH:5])=[O:3])[C@@H:23]([CH2:24]2)[CH:22]=[CH:21][CH2:20][CH2:19][CH2:18][CH2:17][CH2:16]1)=[O:27])([CH3:32])([CH3:30])[CH3:31], predict the reactants needed to synthesize it. The reactants are: C([O:3][C:4]([C@@:6]12[CH2:24][C@H:23]1[CH:22]=[CH:21][CH2:20][CH2:19][CH2:18][CH2:17][CH2:16][C@H:15]([NH:25][C:26]([O:28][C:29]([CH3:32])([CH3:31])[CH3:30])=[O:27])[C:14](=[O:33])[N:13]1[C@@H:9]([CH2:10][C@@H:11]([O:34][C:35]([N:37]3[CH2:45][C:44]4[C:39](=[CH:40][CH:41]=[CH:42][CH:43]=4)[CH2:38]3)=[O:36])[CH2:12]1)[C:8](=[O:46])[NH:7]2)=[O:5])C.O[Li].O. (3) Given the product [Cl:1][C:2]1[C:3]([CH2:10][C:11]([N:47]2[C@@H:46]([CH2:45][OH:44])[CH2:55][C:54]3[C:49](=[CH:50][CH:51]=[CH:52][C:53]=3[CH2:56][CH2:57][C:58]([OH:60])([CH3:59])[CH3:61])[C@@H:48]2[CH3:62])=[O:13])=[C:4]([CH:5]=[CH:6][CH:7]=1)[C:8]#[N:9], predict the reactants needed to synthesize it. The reactants are: [Cl:1][C:2]1[CH:7]=[CH:6][CH:5]=[C:4]([C:8]#[N:9])[C:3]=1[CH2:10][C:11]([OH:13])=O.C(N(CC)CC)C.F[B-](F)(F)F.N1(OC(N(C)C)=[N+](C)C)C2C=CC=CC=2N=N1.Cl.[OH:44][CH2:45][C@H:46]1[CH2:55][C:54]2[C:49](=[CH:50][CH:51]=[CH:52][C:53]=2[CH2:56][CH2:57][C:58]([CH3:61])([OH:60])[CH3:59])[C@H:48]([CH3:62])[NH:47]1.